This data is from Catalyst prediction with 721,799 reactions and 888 catalyst types from USPTO. The task is: Predict which catalyst facilitates the given reaction. (1) Reactant: Br[CH2:2][C:3]([CH:5]1[CH2:7][CH2:6]1)=O.[I:8][C:9]1[CH:10]=[CH:11][C:12]([NH2:15])=[N:13][CH:14]=1. Product: [CH:5]1([C:3]2[N:15]=[C:12]3[CH:11]=[CH:10][C:9]([I:8])=[CH:14][N:13]3[CH:2]=2)[CH2:7][CH2:6]1. The catalyst class is: 14. (2) Reactant: C([N:8]1[CH2:13][CH2:12][CH:11]([NH:14][CH:15]([CH2:18][OH:19])[CH2:16][OH:17])[CH2:10][CH2:9]1)C1C=CC=CC=1.[H][H]. Product: [OH:19][CH2:18][CH:15]([NH:14][CH:11]1[CH2:10][CH2:9][NH:8][CH2:13][CH2:12]1)[CH2:16][OH:17]. The catalyst class is: 19.